From a dataset of Catalyst prediction with 721,799 reactions and 888 catalyst types from USPTO. Predict which catalyst facilitates the given reaction. (1) Reactant: [CH3:1][C:2]1[C:6]([CH:7]=[O:8])=[C:5]([CH3:9])[O:4][N:3]=1.[CH3:10][Mg+].[Br-].O. Product: [CH3:1][C:2]1[C:6]([CH:7]([OH:8])[CH3:10])=[C:5]([CH3:9])[O:4][N:3]=1. The catalyst class is: 1. (2) Reactant: [NH2:1][CH2:2][C:3]1[CH:4]=[C:5]2[C:10](=[CH:11][CH:12]=1)[C:9]([NH:13]C(=O)C1C=CC=CC=1)=[N:8][CH:7]=[CH:6]2.[ClH:22]. Product: [ClH:22].[NH2:13][C:9]1[C:10]2[C:5](=[CH:4][C:3]([CH2:2][NH2:1])=[CH:12][CH:11]=2)[CH:6]=[CH:7][N:8]=1. The catalyst class is: 15. (3) Reactant: C([O:5][C:6]([C:8]1[N:12]([CH2:13][C:14]2[CH:23]=[CH:22][C:17]([C:18]([O:20][CH3:21])=[O:19])=[CH:16][N:15]=2)[N:11]=[C:10]([C:24]2[CH:29]=[CH:28][C:27]([Cl:30])=[C:26]([Cl:31])[CH:25]=2)[CH:9]=1)=[O:7])(C)(C)C.C(O)(C(F)(F)F)=O. Product: [Cl:31][C:26]1[CH:25]=[C:24]([C:10]2[CH:9]=[C:8]([C:6]([OH:7])=[O:5])[N:12]([CH2:13][C:14]3[CH:23]=[CH:22][C:17]([C:18]([O:20][CH3:21])=[O:19])=[CH:16][N:15]=3)[N:11]=2)[CH:29]=[CH:28][C:27]=1[Cl:30]. The catalyst class is: 2. (4) Reactant: Br[C:2]1[C:7]([O:8][S:9]([C:12]([F:15])([F:14])[F:13])(=[O:11])=[O:10])=[CH:6][CH:5]=[CH:4][N:3]=1.[Cl-].C([O-])(O)=O.[Na+].[CH2:22]1[CH2:26]OC[CH2:23]1. Product: [CH:23]1([C:2]2[C:7]([O:8][S:9]([C:12]([F:15])([F:14])[F:13])(=[O:11])=[O:10])=[CH:6][CH:5]=[CH:4][N:3]=2)[CH2:22][CH2:26]1. The catalyst class is: 73. (5) The catalyst class is: 110. Reactant: [Cl:1][C:2]1[N:7]=[CH:6][C:5]([C:8]#[N:9])=[C:4](I)[CH:3]=1.[CH3:11][C:12]1[CH:17]=[C:16]([CH3:18])[N:15]=[C:14]([NH2:19])[CH:13]=1.CC1(C)C2C(=C(P(C3C=CC=CC=3)C3C=CC=CC=3)C=CC=2)OC2C(P(C3C=CC=CC=3)C3C=CC=CC=3)=CC=CC1=2.C(=O)([O-])[O-].[Cs+].[Cs+]. Product: [Cl:1][C:2]1[N:7]=[CH:6][C:5]([C:8]#[N:9])=[C:4]([NH:19][C:14]2[CH:13]=[C:12]([CH3:11])[CH:17]=[C:16]([CH3:18])[N:15]=2)[CH:3]=1. (6) Reactant: [CH3:1][C:2]1[S:6][C:5]([C:7]([OH:9])=O)=[CH:4][C:3]=1[C:10]1[N:14]([CH3:15])[N:13]=[CH:12][CH:11]=1.[NH2:16][C@@H:17]([CH2:30][C:31]1[CH:36]=[C:35]([F:37])[CH:34]=[CH:33][C:32]=1[F:38])[CH2:18][N:19]1[C:27](=[O:28])[C:26]2[C:21](=[CH:22][CH:23]=[CH:24][CH:25]=2)[C:20]1=[O:29].FC1C=CC=C(F)C=1C[C@@H](C(O)=O)N.C1CN([P+](Br)(N2CCCC2)N2CCCC2)CC1.F[P-](F)(F)(F)(F)F.CCN(C(C)C)C(C)C. Product: [F:38][C:32]1[CH:33]=[CH:34][C:35]([F:37])=[CH:36][C:31]=1[CH2:30][C@H:17]([NH:16][C:7]([C:5]1[S:6][C:2]([CH3:1])=[C:3]([C:10]2[N:14]([CH3:15])[N:13]=[CH:12][CH:11]=2)[CH:4]=1)=[O:9])[CH2:18][N:19]1[C:27](=[O:28])[C:26]2[C:21](=[CH:22][CH:23]=[CH:24][CH:25]=2)[C:20]1=[O:29]. The catalyst class is: 22. (7) Reactant: C(O)(C(F)(F)F)=O.[Cl:8][C:9]1[CH:14]=[CH:13][CH:12]=[C:11]([Cl:15])[C:10]=1[N:16]1[CH:45]=[C:44]([CH3:46])[C:19]2[N:20]=[C:21]([NH:24][C:25]3[CH:30]=[CH:29][C:28]([N:31]4[CH2:36][CH2:35][N:34](C(OC(C)(C)C)=O)[CH2:33][CH2:32]4)=[CH:27][CH:26]=3)[N:22]=[CH:23][C:18]=2[C:17]1=[O:47]. Product: [Cl:8][C:9]1[CH:14]=[CH:13][CH:12]=[C:11]([Cl:15])[C:10]=1[N:16]1[CH:45]=[C:44]([CH3:46])[C:19]2[N:20]=[C:21]([NH:24][C:25]3[CH:26]=[CH:27][C:28]([N:31]4[CH2:32][CH2:33][NH:34][CH2:35][CH2:36]4)=[CH:29][CH:30]=3)[N:22]=[CH:23][C:18]=2[C:17]1=[O:47]. The catalyst class is: 2.